Dataset: NCI-60 drug combinations with 297,098 pairs across 59 cell lines. Task: Regression. Given two drug SMILES strings and cell line genomic features, predict the synergy score measuring deviation from expected non-interaction effect. (1) Drug 1: CC1=C2C(C(=O)C3(C(CC4C(C3C(C(C2(C)C)(CC1OC(=O)C(C(C5=CC=CC=C5)NC(=O)OC(C)(C)C)O)O)OC(=O)C6=CC=CC=C6)(CO4)OC(=O)C)OC)C)OC. Drug 2: C1=CC(=CC=C1CCC2=CNC3=C2C(=O)NC(=N3)N)C(=O)NC(CCC(=O)O)C(=O)O. Cell line: SF-295. Synergy scores: CSS=32.7, Synergy_ZIP=-14.5, Synergy_Bliss=-15.4, Synergy_Loewe=-17.4, Synergy_HSA=-7.77. (2) Drug 1: C1=CC(=CC=C1C#N)C(C2=CC=C(C=C2)C#N)N3C=NC=N3. Drug 2: CC12CCC3C(C1CCC2OP(=O)(O)O)CCC4=C3C=CC(=C4)OC(=O)N(CCCl)CCCl.[Na+]. Synergy scores: CSS=3.89, Synergy_ZIP=6.67, Synergy_Bliss=5.02, Synergy_Loewe=0.334, Synergy_HSA=0.214. Cell line: HT29. (3) Drug 1: C1=CC(=CC=C1CCCC(=O)O)N(CCCl)CCCl. Drug 2: CC1=C(N=C(N=C1N)C(CC(=O)N)NCC(C(=O)N)N)C(=O)NC(C(C2=CN=CN2)OC3C(C(C(C(O3)CO)O)O)OC4C(C(C(C(O4)CO)O)OC(=O)N)O)C(=O)NC(C)C(C(C)C(=O)NC(C(C)O)C(=O)NCCC5=NC(=CS5)C6=NC(=CS6)C(=O)NCCC[S+](C)C)O. Cell line: HCT116. Synergy scores: CSS=42.7, Synergy_ZIP=-8.79, Synergy_Bliss=-3.64, Synergy_Loewe=-15.5, Synergy_HSA=-0.779. (4) Drug 1: C1=CC(=CC=C1CCC2=CNC3=C2C(=O)NC(=N3)N)C(=O)NC(CCC(=O)O)C(=O)O. Drug 2: CN(CC1=CN=C2C(=N1)C(=NC(=N2)N)N)C3=CC=C(C=C3)C(=O)NC(CCC(=O)O)C(=O)O. Cell line: HCC-2998. Synergy scores: CSS=37.9, Synergy_ZIP=-7.00, Synergy_Bliss=-6.51, Synergy_Loewe=0.171, Synergy_HSA=2.66. (5) Drug 2: C(CN)CNCCSP(=O)(O)O. Drug 1: C1=CC(=CC=C1C#N)C(C2=CC=C(C=C2)C#N)N3C=NC=N3. Synergy scores: CSS=-7.61, Synergy_ZIP=0.799, Synergy_Bliss=-2.77, Synergy_Loewe=-3.48, Synergy_HSA=-4.13. Cell line: SK-OV-3.